This data is from Reaction yield outcomes from USPTO patents with 853,638 reactions. The task is: Predict the reaction yield, written as a fraction of the theoretical maximum amount of product (1.0 means a 100% yield; for example, 0.34 means a 34% yield). (1) The reactants are [F:1][C:2]1[CH:3]=[C:4]([CH:6]=[CH:7][C:8]=1[N:9]1[CH2:14][CH2:13][N:12]([C:15]2[CH:20]=[CH:19][C:18]([O:21][CH3:22])=[CH:17][CH:16]=2)[CH2:11][CH2:10]1)[NH2:5].N1C=CC=CC=1.Cl[C:30]([O:32][C:33]1[CH:38]=[CH:37][CH:36]=[CH:35][CH:34]=1)=[O:31].O. The catalyst is C(#N)C. The product is [F:1][C:2]1[CH:3]=[C:4]([NH:5][C:30](=[O:31])[O:32][C:33]2[CH:38]=[CH:37][CH:36]=[CH:35][CH:34]=2)[CH:6]=[CH:7][C:8]=1[N:9]1[CH2:14][CH2:13][N:12]([C:15]2[CH:20]=[CH:19][C:18]([O:21][CH3:22])=[CH:17][CH:16]=2)[CH2:11][CH2:10]1. The yield is 0.830. (2) The reactants are C([O:8][C:9](=[O:23])[C:10]1[CH:15]=[CH:14][C:13]([CH:16]=[CH:17][C:18]([O:20][CH3:21])=[O:19])=[C:12]([CH3:22])[CH:11]=1)C1C=CC=CC=1.[H][H]. The catalyst is C1COCC1.CO.[Pd]. The product is [CH3:21][O:20][C:18]([CH2:17][CH2:16][C:13]1[CH:14]=[CH:15][C:10]([C:9]([OH:23])=[O:8])=[CH:11][C:12]=1[CH3:22])=[O:19]. The yield is 1.00. (3) The reactants are [Br:1][C:2]1[CH:7]=[C:6]([N+:8]([O-:10])=[O:9])[CH:5]=[CH:4][C:3]=1[C:11]([CH3:22])([C:17](OCC)=[O:18])[C:12](OCC)=[O:13].[H-].[Al+3].[Li+].[H-].[H-].[H-]. The catalyst is O1CCCC1. The product is [Br:1][C:2]1[CH:7]=[C:6]([N+:8]([O-:10])=[O:9])[CH:5]=[CH:4][C:3]=1[C:11]([CH3:22])([CH2:17][OH:18])[CH2:12][OH:13]. The yield is 0.240. (4) The yield is 0.950. The product is [CH3:1][O:2][C:3](=[O:22])[CH2:4][CH2:5][CH2:6][CH2:7][CH2:8][CH2:9][CH2:10][CH2:11][CH2:12][CH2:13][CH2:14][CH2:15][CH2:16][CH2:17][C:18]([OH:20])=[O:19]. The catalyst is CO. The reactants are [CH3:1][O:2][C:3](=[O:22])[CH2:4][CH2:5][CH2:6][CH2:7][CH2:8][CH2:9][CH2:10][CH2:11][CH2:12][CH2:13][CH2:14][CH2:15][CH2:16][CH2:17][C:18]([O:20]C)=[O:19].O.O.O.O.O.O.O.O.[OH-].[Ba+2].[OH-]. (5) The reactants are [CH3:1][O:2][C:3]1[CH:4]=[C:5]2[C:10](=[CH:11][C:12]=1[O:13][CH3:14])[N:9]=[CH:8][CH:7]=[C:6]2[O:15][C:16]1[CH:22]=[CH:21][C:19]([NH2:20])=[C:18]([CH3:23])[C:17]=1[CH3:24].C1(C)C=CC=CC=1.C(N(CC)CC)C.ClC(Cl)(O[C:43](=[O:49])[O:44][C:45](Cl)(Cl)Cl)Cl.[CH3:51][O:52][C:53]1[CH:54]=[C:55]([CH:58]=[CH:59][C:60]=1[O:61][CH3:62])CO. The catalyst is C(Cl)Cl. The product is [CH3:1][O:2][C:3]1[CH:4]=[C:5]2[C:10](=[CH:11][C:12]=1[O:13][CH3:14])[N:9]=[CH:8][CH:7]=[C:6]2[O:15][C:16]1[CH:22]=[CH:21][C:19]([NH:20][C:43](=[O:49])[O:44][CH2:45][C:58]2[CH:55]=[CH:54][C:53]([O:52][CH3:51])=[C:60]([O:61][CH3:62])[CH:59]=2)=[C:18]([CH3:23])[C:17]=1[CH3:24]. The yield is 0.550. (6) The reactants are [N:1]1[CH:6]=[CH:5][CH:4]=[CH:3][C:2]=1[CH:7]1[CH2:16][CH2:15][C:14]2[C:9](=[CH:10][CH:11]=[CH:12][CH:13]=2)[NH:8]1.[CH3:17][O:18][NH:19][C:20](=O)[O:21]C1C=CC([N+]([O-])=O)=CC=1.C(N(CC)C(C)C)(C)C.C(=O)(O)[O-].[Na+]. The catalyst is C(Cl)Cl.O. The product is [CH3:17][O:18][NH:19][C:20]([N:8]1[C:9]2[C:14](=[CH:13][CH:12]=[CH:11][CH:10]=2)[CH2:15][CH2:16][CH:7]1[C:2]1[CH:3]=[CH:4][CH:5]=[CH:6][N:1]=1)=[O:21]. The yield is 0.950. (7) The yield is 0.700. The product is [Br:14][C:15]1[CH:16]=[N:17][CH:18]=[C:19]([N+:22]([O-:24])=[O:23])[C:20]=1[CH3:1]. The catalyst is CN(C=O)C. The reactants are [C:1](OCC)(=O)CC(OCC)=O.[H-].[Na+].[Br:14][C:15]1[CH:16]=[N:17][CH:18]=[C:19]([N+:22]([O-:24])=[O:23])[C:20]=1Cl.